From a dataset of Forward reaction prediction with 1.9M reactions from USPTO patents (1976-2016). Predict the product of the given reaction. Given the reactants [CH3:1][C:2]1[CH:11]=[C:10]([CH2:12][O:13][C:14]2[CH:19]=[CH:18][C:17]([S:20]([NH:23][C@H:24]3[CH2:28][NH:27][CH2:26][C@H:25]3[C:29]([OH:31])=[O:30])(=[O:22])=[O:21])=[CH:16][CH:15]=2)[C:9]2[C:4](=[CH:5][CH:6]=[CH:7][CH:8]=2)[N:3]=1.[CH2:32]([N:34]=[C:35]=[O:36])[CH3:33], predict the reaction product. The product is: [CH2:32]([NH:34][C:35]([N:27]1[CH2:28][C@H:24]([NH:23][S:20]([C:17]2[CH:18]=[CH:19][C:14]([O:13][CH2:12][C:10]3[C:9]4[C:4](=[CH:5][CH:6]=[CH:7][CH:8]=4)[N:3]=[C:2]([CH3:1])[CH:11]=3)=[CH:15][CH:16]=2)(=[O:21])=[O:22])[C@H:25]([C:29]([OH:31])=[O:30])[CH2:26]1)=[O:36])[CH3:33].